Task: Predict the reaction yield, written as a fraction of the theoretical maximum amount of product (1.0 means a 100% yield; for example, 0.34 means a 34% yield).. Dataset: Reaction yield outcomes from USPTO patents with 853,638 reactions (1) The reactants are [CH2:1]([N:8]([CH2:14]OC)[CH2:9][Si](C)(C)C)[C:2]1[CH:7]=[CH:6][CH:5]=[CH:4][CH:3]=1.[Si:17]([O:24][CH2:25][C@H:26]([CH3:30])/[CH:27]=[CH:28]/[CH3:29])([C:20]([CH3:23])([CH3:22])[CH3:21])([CH3:19])[CH3:18].FC(F)(F)[C:33](O)=[O:34].O.C(=O)(O)[O-:40].[Na+]. The catalyst is C(Cl)Cl. The product is [CH3:33][O:34][C:29]([CH:28]1[CH:27]([C@@H:26]([CH3:30])[CH2:25][O:24][Si:17]([C:20]([CH3:21])([CH3:22])[CH3:23])([CH3:19])[CH3:18])[CH2:9][N:8]([CH2:1][C:2]2[CH:3]=[CH:4][CH:5]=[CH:6][CH:7]=2)[CH2:14]1)=[O:40]. The yield is 0.690. (2) The reactants are [CH2:1]([OH:17])[CH2:2][CH2:3][CH2:4][CH2:5][CH2:6][CH2:7][CH2:8][CH2:9][CH2:10][CH2:11][CH2:12][CH2:13][CH2:14][CH2:15][CH3:16].C(N(CC)CC)C.[CH3:25][S:26](Cl)(=[O:28])=[O:27]. No catalyst specified. The product is [CH2:1]([O:17][S:26]([CH3:25])(=[O:28])=[O:27])[CH2:2][CH2:3][CH2:4][CH2:5][CH2:6][CH2:7][CH2:8][CH2:9][CH2:10][CH2:11][CH2:12][CH2:13][CH2:14][CH2:15][CH3:16]. The yield is 0.940. (3) The reactants are [H-].[Al+3].[Li+].[H-].[H-].[H-].[CH2:7]([N:14]1[CH2:19][CH2:18][CH:17]([CH3:20])[CH:16]([NH:21][C:22](=O)OC)[CH2:15]1)[C:8]1[CH:13]=[CH:12][CH:11]=[CH:10][CH:9]=1.O. The catalyst is O1CCCC1. The product is [CH2:7]([N:14]1[CH2:19][CH2:18][CH:17]([CH3:20])[CH:16]([NH:21][CH3:22])[CH2:15]1)[C:8]1[CH:9]=[CH:10][CH:11]=[CH:12][CH:13]=1. The yield is 0.720. (4) The reactants are [CH2:1]([NH:3][CH2:4][CH3:5])[CH3:2].[OH-].[Na+].[CH2:8]([O:14][C:15](Cl)=[O:16])[CH2:9][CH:10]=[CH:11][CH2:12][CH3:13]. The catalyst is C(OCC)C. The product is [CH2:8]([O:14][C:15](=[O:16])[N:3]([CH2:4][CH3:5])[CH2:1][CH3:2])[CH2:9][CH:10]=[CH:11][CH2:12][CH3:13]. The yield is 0.920. (5) The product is [Cl:16][C:13]1[CH:12]=[C:11]([Cl:17])[C:10]([O:18][CH3:19])=[C:9]2[C:14]=1[CH:15]=[C:6]([C:4]([NH:21][NH2:22])=[O:3])[CH:7]=[N:8]2. The yield is 0.800. The catalyst is C(O)C. The reactants are C([O:3][C:4]([C:6]1[CH:7]=[N:8][C:9]2[C:14]([CH:15]=1)=[C:13]([Cl:16])[CH:12]=[C:11]([Cl:17])[C:10]=2[O:18][CH3:19])=O)C.O.[NH2:21][NH2:22].